This data is from Full USPTO retrosynthesis dataset with 1.9M reactions from patents (1976-2016). The task is: Predict the reactants needed to synthesize the given product. (1) The reactants are: F[C@H]1CN(C2C=CC(CC3C=CC=CC=3C)=CC=2)[C@H]([CH2:21][C:22]([O:24][CH3:25])=[O:23])C1.[C:26]([Cl:29])(=O)C.[ClH:30].C([O-])([O-])=O.[Na+].[Na+]. Given the product [ClH:29].[CH3:22][OH:23].[CH2:26]([Cl:29])[Cl:30].[CH3:25][O:24][C:22]([CH3:21])=[O:23], predict the reactants needed to synthesize it. (2) Given the product [Cl:11][C:4]1[CH:3]=[C:2]([N:25]([CH3:26])[C@@H:15]2[C@H:14]([CH3:13])[CH2:19][CH2:18][N:17]([C:20](=[O:24])[CH2:21][C:22]#[N:23])[CH2:16]2)[N:7]2[CH:8]=[CH:9][N:10]=[C:6]2[N:5]=1, predict the reactants needed to synthesize it. The reactants are: Cl[C:2]1[N:7]2[CH:8]=[CH:9][N:10]=[C:6]2[N:5]=[C:4]([Cl:11])[CH:3]=1.Cl.[CH3:13][C@@H:14]1[CH2:19][CH2:18][N:17]([C:20](=[O:24])[CH2:21][C:22]#[N:23])[CH2:16][C@@H:15]1[NH:25][CH3:26].C(=O)([O-])O.[Na+].O.